From a dataset of Full USPTO retrosynthesis dataset with 1.9M reactions from patents (1976-2016). Predict the reactants needed to synthesize the given product. (1) Given the product [CH3:36][S:37][C:2]1[N:7]=[C:6]2[S:8][C:9]([NH:11][C:12]3[O:29][C@:21]4([CH2:20][N:19]=3)[CH:26]3[CH2:25][CH2:24][N:23]([CH2:28][CH2:27]3)[CH2:22]4)=[N:10][C:5]2=[N:4][CH:3]=1, predict the reactants needed to synthesize it. The reactants are: Br[C:2]1[N:7]=[C:6]2[S:8][C:9]([N:11]=[C:12](SC)SC)=[N:10][C:5]2=[N:4][CH:3]=1.Cl.Cl.[NH2:19][CH2:20][C@@:21]1([OH:29])[CH:26]2[CH2:27][CH2:28][N:23]([CH2:24][CH2:25]2)[CH2:22]1.C(=O)([O-])[O-].[Cs+].[Cs+].[CH3:36][S-:37].[Na+]. (2) Given the product [Si:30]([O:37][C:38]1[CH:39]=[CH:40][C:41]([CH2:44][C:45]([NH:21][C:18]2[C:17]([CH2:22][CH2:23][C:24]3[CH:29]=[CH:28][CH:27]=[CH:26][CH:25]=3)=[N:16][C:15]([C:12]3[CH:11]=[CH:10][C:9]([O:8][Si:1]([C:4]([CH3:7])([CH3:5])[CH3:6])([CH3:2])[CH3:3])=[CH:14][CH:13]=3)=[CH:20][N:19]=2)=[O:46])=[CH:42][CH:43]=1)([C:33]([CH3:36])([CH3:35])[CH3:34])([CH3:32])[CH3:31], predict the reactants needed to synthesize it. The reactants are: [Si:1]([O:8][C:9]1[CH:14]=[CH:13][C:12]([C:15]2[N:16]=[C:17]([CH2:22][CH2:23][C:24]3[CH:29]=[CH:28][CH:27]=[CH:26][CH:25]=3)[C:18]([NH2:21])=[N:19][CH:20]=2)=[CH:11][CH:10]=1)([C:4]([CH3:7])([CH3:6])[CH3:5])([CH3:3])[CH3:2].[Si:30]([O:37][C:38]1[CH:43]=[CH:42][C:41]([CH2:44][C:45](Cl)=[O:46])=[CH:40][CH:39]=1)([C:33]([CH3:36])([CH3:35])[CH3:34])([CH3:32])[CH3:31].O. (3) Given the product [F:38][C:37]([F:40])([F:39])[C:35]([OH:41])=[O:36].[NH2:27][C@H:17]([C:12]1[C:11]([C:6]2[CH:7]=[CH:8][C:9]([F:10])=[C:4]([CH:5]=2)[C:1]([NH2:2])=[O:3])=[CH:16][CH:15]=[CH:14][N:13]=1)[CH2:18][C:19]1[CH:20]=[C:21]([F:26])[CH:22]=[C:23]([F:25])[CH:24]=1, predict the reactants needed to synthesize it. The reactants are: [C:1]([C:4]1[CH:5]=[C:6]([C:11]2[C:12]([C@@H:17]([NH:27]C(=O)OC(C)(C)C)[CH2:18][C:19]3[CH:24]=[C:23]([F:25])[CH:22]=[C:21]([F:26])[CH:20]=3)=[N:13][CH:14]=[CH:15][CH:16]=2)[CH:7]=[CH:8][C:9]=1[F:10])(=[O:3])[NH2:2].[C:35]([OH:41])([C:37]([F:40])([F:39])[F:38])=[O:36].C(Cl)Cl. (4) Given the product [Br:1][C:2]1[CH:7]=[C:6]([OH:8])[C:5]([OH:10])=[C:4]([OH:12])[CH:3]=1, predict the reactants needed to synthesize it. The reactants are: [Br:1][C:2]1[CH:3]=[C:4]([O:12]C)[C:5]([O:10]C)=[C:6]([O:8]C)[CH:7]=1.B(Br)(Br)Br. (5) Given the product [OH:22][CH2:23][C:24]1[CH:29]=[C:28]([C:17]2[CH:16]=[CH:15][C:14]([O:13][CH2:12][C:8]3[CH:7]=[C:6]([CH2:5][C:4]([OH:3])=[O:21])[CH:11]=[CH:10][CH:9]=3)=[CH:19][CH:18]=2)[CH:27]=[CH:26][CH:25]=1, predict the reactants needed to synthesize it. The reactants are: C([O:3][C:4](=[O:21])[CH2:5][C:6]1[CH:11]=[CH:10][CH:9]=[C:8]([CH2:12][O:13][C:14]2[CH:19]=[CH:18][C:17](I)=[CH:16][CH:15]=2)[CH:7]=1)C.[OH:22][CH2:23][C:24]1[CH:25]=[C:26](B(O)O)[CH:27]=[CH:28][CH:29]=1. (6) Given the product [CH2:36]([C:20]1[N:19]=[N:18][C:17]([O:16][CH2:15][C@H:10]2[C@H:11]([OH:14])[CH2:12][CH2:13][NH:8][CH2:9]2)=[CH:22][C:21]=1[C:23]1[CH:28]=[CH:27][C:26]([O:29][CH:30]2[CH2:35][CH2:34][CH2:33][CH2:32][CH2:31]2)=[CH:25][CH:24]=1)[CH2:37][CH2:38][CH3:39], predict the reactants needed to synthesize it. The reactants are: C(OC([N:8]1[CH2:13][CH2:12][C@@H:11]([OH:14])[C@H:10]([CH2:15][O:16][C:17]2[N:18]=[N:19][C:20]([CH2:36][CH2:37][CH2:38][CH3:39])=[C:21]([C:23]3[CH:28]=[CH:27][C:26]([O:29][CH:30]4[CH2:35][CH2:34][CH2:33][CH2:32][CH2:31]4)=[CH:25][CH:24]=3)[CH:22]=2)[CH2:9]1)=O)(C)(C)C.Cl. (7) Given the product [C:46]([NH:45][C:42]1[CH:43]=[CH:44][C:39]([O:38][CH2:37][CH:36]([OH:49])[CH2:35][NH:34][C:16]([C@@H:9]2[CH2:10][C:11](=[N:13][O:14][CH3:15])[CH2:12][N:8]2[C:6](=[O:7])[C:28]2[CH:27]=[CH:26][C:25]([C:21]3[CH:20]=[N:19][CH:24]=[CH:23][CH:22]=3)=[CH:33][CH:32]=2)=[O:18])=[CH:40][CH:41]=1)(=[O:48])[CH3:47], predict the reactants needed to synthesize it. The reactants are: C(O[C:6]([N:8]1[CH2:12][C:11](=[N:13][O:14][CH3:15])[CH2:10][C@H:9]1[C:16]([OH:18])=O)=[O:7])(C)(C)C.[N:19]1[CH:24]=[CH:23][CH:22]=[C:21]([C:25]2[CH:33]=[CH:32][C:28](C(O)=O)=[CH:27][CH:26]=2)[CH:20]=1.[NH2:34][CH2:35][CH:36]([OH:49])[CH2:37][O:38][C:39]1[CH:44]=[CH:43][C:42]([NH:45][C:46](=[O:48])[CH3:47])=[CH:41][CH:40]=1.